Dataset: Forward reaction prediction with 1.9M reactions from USPTO patents (1976-2016). Task: Predict the product of the given reaction. Given the reactants [CH:1]1([C:7]([S:9][C:10]2[CH:18]=[CH:17][CH:16]=[CH:15][C:11]=2[C:12](O)=[O:13])=O)[CH2:6][CH2:5][CH2:4][CH2:3][CH2:2]1.C([N:21](CC)CC)C.ClC(OCC)=O.[N-]=[N+]=[N-].[Na+].C(P(CCCC)CCCC)CCC, predict the reaction product. The product is: [C:1]1(=[C:7]2[NH:21][C:12](=[O:13])[C:11]3[CH:15]=[CH:16][CH:17]=[CH:18][C:10]=3[S:9]2)[CH2:6][CH2:5][CH2:4][CH2:3][CH2:2]1.